Dataset: Catalyst prediction with 721,799 reactions and 888 catalyst types from USPTO. Task: Predict which catalyst facilitates the given reaction. Reactant: [NH2:1][C:2]1[C:3]2[C:10]([F:11])=[CH:9][N:8]([C@@H:12]3[O:16][C@@:15]([CH2:19][OH:20])([C:17]#[CH:18])[C@@H:14]([O:21][Si](C(C)(C)C)(C)C)[CH2:13]3)[C:4]=2[N:5]=[CH:6][N:7]=1.CCCC[N+](CCCC)(CCCC)CCCC.[F-].C1COCC1.O.C(=O)(O)[O-].[NH4+]. Product: [NH2:1][C:2]1[C:3]2[C:10]([F:11])=[CH:9][N:8]([C@@H:12]3[O:16][C@:15]([C:17]#[CH:18])([CH2:19][OH:20])[C@@H:14]([OH:21])[CH2:13]3)[C:4]=2[N:5]=[CH:6][N:7]=1. The catalyst class is: 577.